This data is from NCI-60 drug combinations with 297,098 pairs across 59 cell lines. The task is: Regression. Given two drug SMILES strings and cell line genomic features, predict the synergy score measuring deviation from expected non-interaction effect. (1) Drug 1: C1CCC(CC1)NC(=O)N(CCCl)N=O. Drug 2: C1=CN(C=N1)CC(O)(P(=O)(O)O)P(=O)(O)O. Cell line: NCI-H460. Synergy scores: CSS=11.5, Synergy_ZIP=0.404, Synergy_Bliss=7.27, Synergy_Loewe=5.12, Synergy_HSA=5.87. (2) Drug 1: C1=C(C(=O)NC(=O)N1)F. Drug 2: COC1=C2C(=CC3=C1OC=C3)C=CC(=O)O2. Cell line: DU-145. Synergy scores: CSS=33.4, Synergy_ZIP=0.889, Synergy_Bliss=-3.81, Synergy_Loewe=-7.46, Synergy_HSA=-3.85. (3) Drug 1: C1CCN(CC1)CCOC2=CC=C(C=C2)C(=O)C3=C(SC4=C3C=CC(=C4)O)C5=CC=C(C=C5)O. Drug 2: CC12CCC3C(C1CCC2=O)CC(=C)C4=CC(=O)C=CC34C. Cell line: NCI-H322M. Synergy scores: CSS=15.0, Synergy_ZIP=2.55, Synergy_Bliss=3.53, Synergy_Loewe=2.34, Synergy_HSA=3.03. (4) Synergy scores: CSS=48.0, Synergy_ZIP=-0.135, Synergy_Bliss=-1.38, Synergy_Loewe=-0.968, Synergy_HSA=-1.52. Drug 2: C1=NC2=C(N=C(N=C2N1C3C(C(C(O3)CO)O)F)Cl)N. Cell line: T-47D. Drug 1: CC1C(C(CC(O1)OC2CC(OC(C2O)C)OC3=CC4=CC5=C(C(=O)C(C(C5)C(C(=O)C(C(C)O)O)OC)OC6CC(C(C(O6)C)O)OC7CC(C(C(O7)C)O)OC8CC(C(C(O8)C)O)(C)O)C(=C4C(=C3C)O)O)O)O. (5) Drug 1: C1=CC(=CC=C1CC(C(=O)O)N)N(CCCl)CCCl.Cl. Drug 2: CC1=C(N=C(N=C1N)C(CC(=O)N)NCC(C(=O)N)N)C(=O)NC(C(C2=CN=CN2)OC3C(C(C(C(O3)CO)O)O)OC4C(C(C(C(O4)CO)O)OC(=O)N)O)C(=O)NC(C)C(C(C)C(=O)NC(C(C)O)C(=O)NCCC5=NC(=CS5)C6=NC(=CS6)C(=O)NCCC[S+](C)C)O. Cell line: NCI-H522. Synergy scores: CSS=16.4, Synergy_ZIP=-3.69, Synergy_Bliss=0.489, Synergy_Loewe=-1.20, Synergy_HSA=1.56. (6) Drug 1: CC12CCC(CC1=CCC3C2CCC4(C3CC=C4C5=CN=CC=C5)C)O. Drug 2: CC1C(C(=O)NC(C(=O)N2CCCC2C(=O)N(CC(=O)N(C(C(=O)O1)C(C)C)C)C)C(C)C)NC(=O)C3=C4C(=C(C=C3)C)OC5=C(C(=O)C(=C(C5=N4)C(=O)NC6C(OC(=O)C(N(C(=O)CN(C(=O)C7CCCN7C(=O)C(NC6=O)C(C)C)C)C)C(C)C)C)N)C. Cell line: HL-60(TB). Synergy scores: CSS=47.9, Synergy_ZIP=40.3, Synergy_Bliss=43.5, Synergy_Loewe=35.6, Synergy_HSA=38.2. (7) Drug 1: CC1=C(C=C(C=C1)C(=O)NC2=CC(=CC(=C2)C(F)(F)F)N3C=C(N=C3)C)NC4=NC=CC(=N4)C5=CN=CC=C5. Drug 2: CC(C)NC(=O)C1=CC=C(C=C1)CNNC.Cl. Cell line: MDA-MB-435. Synergy scores: CSS=-5.19, Synergy_ZIP=2.84, Synergy_Bliss=1.30, Synergy_Loewe=-4.14, Synergy_HSA=-4.76.